This data is from Catalyst prediction with 721,799 reactions and 888 catalyst types from USPTO. The task is: Predict which catalyst facilitates the given reaction. Reactant: N1C=CC=CC=1.[N:7]1[CH:12]=[CH:11][C:10]([C:13]2[CH:21]=[CH:20][CH:19]=[C:18]3[C:14]=2[CH2:15][CH2:16][NH:17]3)=[CH:9][CH:8]=1.Cl.CN(C)CCCN=C=NCC.[N:34]1([C:40]2[N:41]=[C:42]([CH2:47][C:48]([O-])=[O:49])[NH:43][C:44](=[O:46])[CH:45]=2)[CH2:39][CH2:38][O:37][CH2:36][CH2:35]1.[Na+]. Product: [N:34]1([C:40]2[N:41]=[C:42]([CH2:47][C:48](=[O:49])[N:17]3[C:18]4[C:14](=[C:13]([C:10]5[CH:11]=[CH:12][N:7]=[CH:8][CH:9]=5)[CH:21]=[CH:20][CH:19]=4)[CH2:15][CH2:16]3)[NH:43][C:44](=[O:46])[CH:45]=2)[CH2:39][CH2:38][O:37][CH2:36][CH2:35]1. The catalyst class is: 9.